Task: Predict the reaction yield, written as a fraction of the theoretical maximum amount of product (1.0 means a 100% yield; for example, 0.34 means a 34% yield).. Dataset: Reaction yield outcomes from USPTO patents with 853,638 reactions (1) The reactants are C([N:8]1[CH2:12][CH2:11][CH2:10][CH:9]1[CH2:13][N:14]1[C:18]2=[N:19][CH:20]=[CH:21][CH:22]=[C:17]2[C:16]([S:23]([C:26]2[CH:31]=[CH:30][CH:29]=[C:28]([Cl:32])[CH:27]=2)(=[O:25])=[O:24])=[CH:15]1)C1C=CC=CC=1.ClC(OC(Cl)=O)C. The catalyst is ClCCCl. The product is [Cl:32][C:28]1[CH:27]=[C:26]([S:23]([C:16]2[C:17]3[C:18](=[N:19][CH:20]=[CH:21][CH:22]=3)[N:14]([CH2:13][CH:9]3[CH2:10][CH2:11][CH2:12][NH:8]3)[CH:15]=2)(=[O:25])=[O:24])[CH:31]=[CH:30][CH:29]=1. The yield is 0.680. (2) The reactants are [Br:1][C:2]1[CH:3]=[CH:4][CH:5]=[C:6]2[C:10]=1[NH:9][C:8](=[O:11])[C:7]2(O)[C:12]1[C:20]([OH:21])=[CH:19][C:15]2[O:16][CH2:17][O:18][C:14]=2[CH:13]=1.C([SiH](CC)CC)C. The catalyst is FC(F)(F)C(O)=O. The product is [Br:1][C:2]1[CH:3]=[CH:4][CH:5]=[C:6]2[C:10]=1[NH:9][C:8](=[O:11])[CH:7]2[C:12]1[C:20]([OH:21])=[CH:19][C:15]2[O:16][CH2:17][O:18][C:14]=2[CH:13]=1. The yield is 0.930.